From a dataset of Forward reaction prediction with 1.9M reactions from USPTO patents (1976-2016). Predict the product of the given reaction. (1) Given the reactants [CH3:1][O:2][CH2:3][CH2:4][O:5][CH2:6][CH2:7][O:8][CH2:9][CH2:10][O:11][CH2:12][CH2:13][C:14]([O:16]C(C)(C)C)=[O:15].O[N:22]1[C:26](=[O:27])[CH2:25][CH2:24][C:23]1=[O:28].Cl.C(N=C=NCCCN(C)C)C, predict the reaction product. The product is: [CH3:1][O:2][CH2:3][CH2:4][O:5][CH2:6][CH2:7][O:8][CH2:9][CH2:10][O:11][CH2:12][CH2:13][C:14]([O:16][N:22]1[C:26](=[O:27])[CH2:25][CH2:24][C:23]1=[O:28])=[O:15]. (2) The product is: [C:29]([O:28][C:27](=[O:33])[NH:26][C:21]([CH3:25])([CH3:20])[CH2:22][CH2:23][NH:5][C:6]1[CH:11]=[CH:10][CH:9]=[CH:8][C:7]=1[C:12]([OH:19])([CH2:16][CH2:17][CH3:18])[CH2:13][CH2:14][CH3:15])([CH3:32])([CH3:31])[CH3:30]. Given the reactants C([BH3-])#N.[Na+].[NH2:5][C:6]1[CH:11]=[CH:10][CH:9]=[CH:8][C:7]=1[C:12]([OH:19])([CH2:16][CH2:17][CH3:18])[CH2:13][CH2:14][CH3:15].[CH3:20][C:21]([NH:26][C:27](=[O:33])[O:28][C:29]([CH3:32])([CH3:31])[CH3:30])([CH3:25])[CH2:22][CH:23]=O, predict the reaction product. (3) Given the reactants [C:1]([O:5][C:6](=[O:19])[NH:7][C:8]12[CH2:17][CH:12]3[CH2:13][CH:14]([CH2:16][C:10]([OH:18])([CH2:11]3)[CH2:9]1)[CH2:15]2)([CH3:4])([CH3:3])[CH3:2].C(N(CC)CC)C.[CH3:27][S:28](Cl)(=[O:30])=[O:29], predict the reaction product. The product is: [CH3:27][S:28]([O:18][C:10]12[CH2:16][CH:14]3[CH2:13][CH:12]([CH2:17][C:8]([NH:7][C:6]([O:5][C:1]([CH3:4])([CH3:2])[CH3:3])=[O:19])([CH2:15]3)[CH2:9]1)[CH2:11]2)(=[O:30])=[O:29]. (4) Given the reactants [CH3:1][O:2][C:3]1[CH:8]=[CH:7][C:6]([C:9]2[CH:14]=[C:13]([C:15]([F:18])([F:17])[F:16])[N:12]3[N:19]=[CH:20][C:21]([C:22]([O:24]C)=[O:23])=[C:11]3[N:10]=2)=[CH:5][CH:4]=1.[OH-].[Na+], predict the reaction product. The product is: [CH3:1][O:2][C:3]1[CH:8]=[CH:7][C:6]([C:9]2[CH:14]=[C:13]([C:15]([F:16])([F:17])[F:18])[N:12]3[N:19]=[CH:20][C:21]([C:22]([OH:24])=[O:23])=[C:11]3[N:10]=2)=[CH:5][CH:4]=1.